Dataset: Reaction yield outcomes from USPTO patents with 853,638 reactions. Task: Predict the reaction yield, written as a fraction of the theoretical maximum amount of product (1.0 means a 100% yield; for example, 0.34 means a 34% yield). (1) The reactants are [C:1]1([S:7]([C:10]2[CH:11]=[C:12]3[C:17](=[CH:18][CH:19]=2)[CH:16]([CH2:20][CH2:21][C:22]#[N:23])[CH2:15][CH2:14][CH2:13]3)(=[O:9])=[O:8])[CH:6]=[CH:5][CH:4]=[CH:3][CH:2]=1. The catalyst is C1COCC1. The product is [C:1]1([S:7]([C:10]2[CH:11]=[C:12]3[C:17](=[CH:18][CH:19]=2)[CH:16]([CH2:20][CH2:21][CH2:22][NH2:23])[CH2:15][CH2:14][CH2:13]3)(=[O:9])=[O:8])[CH:2]=[CH:3][CH:4]=[CH:5][CH:6]=1. The yield is 0.254. (2) The yield is 0.990. The reactants are [Br:1][C:2]1[CH:3]=[C:4]([N+:12]([O-:14])=[O:13])[C:5]([CH3:11])=[C:6]([CH:10]=1)[C:7]([OH:9])=[O:8].[C:15](=O)([O-])[O-].[Na+].[Na+].CI. The product is [Br:1][C:2]1[CH:3]=[C:4]([N+:12]([O-:14])=[O:13])[C:5]([CH3:11])=[C:6]([CH:10]=1)[C:7]([O:9][CH3:15])=[O:8]. The catalyst is CN(C=O)C. (3) The reactants are Cl[C:2]1[C:3]([F:22])=[CH:4][N:5]2[C:10]([C:11]=1[CH3:12])=[C:9]([CH:13]1[CH2:15][CH2:14]1)[CH:8]=[C:7]([C:16]([O:18][CH2:19][CH3:20])=[O:17])[C:6]2=[O:21].[F:23][C:24]1[CH:30]=[C:29](B2OC(C)(C)C(C)(C)O2)[CH:28]=[CH:27][C:25]=1[NH2:26]. No catalyst specified. The product is [NH2:26][C:25]1[CH:27]=[CH:28][C:29]([C:2]2[C:3]([F:22])=[CH:4][N:5]3[C:10]([C:11]=2[CH3:12])=[C:9]([CH:13]2[CH2:15][CH2:14]2)[CH:8]=[C:7]([C:16]([O:18][CH2:19][CH3:20])=[O:17])[C:6]3=[O:21])=[CH:30][C:24]=1[F:23]. The yield is 0.100. (4) The reactants are [Br:1][C:2]1[CH:3]=[C:4]([N+:13]([O-])=O)[C:5]([CH3:12])=[C:6]([CH:11]=1)[C:7]([O:9][CH3:10])=[O:8].[Cl-].[NH4+]. The catalyst is CCO.[Fe]. The product is [NH2:13][C:4]1[C:5]([CH3:12])=[C:6]([CH:11]=[C:2]([Br:1])[CH:3]=1)[C:7]([O:9][CH3:10])=[O:8]. The yield is 0.990. (5) The product is [CH:1]([C:4]1[CH:13]=[CH:12][C:7]([C:8]([NH:10][NH:11][C:22]([C:24]2[CH:33]=[CH:32][C:27]([C:28]([OH:30])=[O:29])=[CH:26][CH:25]=2)=[O:23])=[O:9])=[CH:6][CH:5]=1)([CH3:3])[CH3:2]. The catalyst is C1COCC1. The reactants are [CH:1]([C:4]1[CH:13]=[CH:12][C:7]([C:8]([NH:10][NH2:11])=[O:9])=[CH:6][CH:5]=1)([CH3:3])[CH3:2].CCN(CC)CC.Cl[C:22]([C:24]1[CH:33]=[CH:32][C:27]([C:28]([O:30]C)=[O:29])=[CH:26][CH:25]=1)=[O:23]. The yield is 0.620.